Dataset: Forward reaction prediction with 1.9M reactions from USPTO patents (1976-2016). Task: Predict the product of the given reaction. (1) Given the reactants [CH2:1]([NH:5][C@H:6]1[C@H:11]([NH:12][C:13]([C:15]2[NH:16][C:17]([CH2:21][CH3:22])=[C:18]([Cl:20])[N:19]=2)=[O:14])[CH2:10][CH2:9][N:8]([C:23]2[S:24][C:25]3[C:31]([C:32]([OH:34])=[O:33])=[CH:30][CH:29]=[CH:28][C:26]=3[N:27]=2)[CH2:7]1)[CH2:2][CH2:3][CH3:4].C(=O)([O-])[O-].[Na+].[Na+].BrC1S[C:44]2C(C(OCC)=O)=CC=C[C:45]=2N=1, predict the reaction product. The product is: [CH2:1]([NH:5][C@H:6]1[C@H:11]([NH:12][C:13]([C:15]2[NH:16][C:17]([CH2:21][CH3:22])=[C:18]([Cl:20])[N:19]=2)=[O:14])[CH2:10][CH2:9][N:8]([C:23]2[S:24][C:25]3[C:31]([C:32]([O:34][CH2:44][CH3:45])=[O:33])=[CH:30][CH:29]=[CH:28][C:26]=3[N:27]=2)[CH2:7]1)[CH2:2][CH2:3][CH3:4]. (2) Given the reactants [CH3:1][O:2][C:3](=[O:26])[CH2:4][C:5]1[C:14]([CH3:15])=[C:13](B2OC(C)(C)C(C)(C)O2)[C:12]2[C:7](=[CH:8][CH:9]=[C:10]([F:25])[CH:11]=2)[CH:6]=1.Br[C:28]1[CH:33]=[CH:32][C:31]([S:34][C:35]2[C:40]([F:41])=[CH:39][CH:38]=[CH:37][C:36]=2[F:42])=[CH:30][CH:29]=1.C(=O)([O-])[O-].[Na+].[Na+].O, predict the reaction product. The product is: [CH3:1][O:2][C:3](=[O:26])[CH2:4][C:5]1[C:14]([CH3:15])=[C:13]([C:28]2[CH:33]=[CH:32][C:31]([S:34][C:35]3[C:40]([F:41])=[CH:39][CH:38]=[CH:37][C:36]=3[F:42])=[CH:30][CH:29]=2)[C:12]2[C:7](=[CH:8][CH:9]=[C:10]([F:25])[CH:11]=2)[CH:6]=1.